From a dataset of Full USPTO retrosynthesis dataset with 1.9M reactions from patents (1976-2016). Predict the reactants needed to synthesize the given product. (1) Given the product [Cl:1][C:2]1[C:3]([F:21])=[C:4]([C:8]2([OH:20])[CH2:12][CH2:11][NH:10][CH2:9]2)[CH:5]=[CH:6][CH:7]=1, predict the reactants needed to synthesize it. The reactants are: [Cl:1][C:2]1[C:3]([F:21])=[C:4]([C:8]2([OH:20])[CH2:12][CH2:11][N:10](C(OC(C)(C)C)=O)[CH2:9]2)[CH:5]=[CH:6][CH:7]=1.FC(F)(F)C(O)=O. (2) Given the product [Br:26][C:5]1[C:6]([N:11]2[CH2:16][CH2:15][N:14]([CH2:17][C:18]([NH:20][C:21]3[S:22][CH:23]=[CH:24][N:25]=3)=[O:19])[CH2:13][CH2:12]2)=[C:7]2[N:8]=[C:33]([C:32]3[CH:35]=[CH:36][C:29]([N:28]([CH3:37])[CH3:27])=[CH:30][CH:31]=3)[NH:1][C:2]2=[N:3][CH:4]=1, predict the reactants needed to synthesize it. The reactants are: [NH2:1][C:2]1[C:7]([N+:8]([O-])=O)=[C:6]([N:11]2[CH2:16][CH2:15][N:14]([CH2:17][C:18]([NH:20][C:21]3[S:22][CH:23]=[CH:24][N:25]=3)=[O:19])[CH2:13][CH2:12]2)[C:5]([Br:26])=[CH:4][N:3]=1.[CH3:27][N:28]([CH3:37])[C:29]1[CH:36]=[CH:35][C:32]([CH:33]=O)=[CH:31][CH:30]=1.[O-]S(S([O-])=O)=O.[Na+].[Na+]. (3) Given the product [CH:55]1([O:50][N:45]2[C:44]([CH3:52])([CH3:51])[CH2:43][CH:42]([CH2:41][CH2:40][CH2:39][CH2:38][NH:37][C:17]3[N:16]=[C:15]([NH:14][CH2:13][CH2:12][CH2:11][CH2:10][CH:5]4[CH2:4][C:3]([CH3:54])([CH3:53])[N:2]([O:1][CH:55]5[CH2:60][CH2:59][CH2:58][CH2:57][CH2:56]5)[C:7]([CH3:9])([CH3:8])[CH2:6]4)[N:20]=[C:19]([NH:21][CH2:22][CH2:23][CH2:24][CH2:25][CH:26]4[CH2:31][C:30]([CH3:32])([CH3:33])[N:29]([O:34][CH:55]5[CH2:60][CH2:59][CH2:58][CH2:57][CH2:56]5)[C:28]([CH3:36])([CH3:35])[CH2:27]4)[N:18]=3)[CH2:47][C:46]2([CH3:49])[CH3:48])[CH2:60][CH2:59][CH2:58][CH2:57][CH2:56]1, predict the reactants needed to synthesize it. The reactants are: [OH:1][N:2]1[C:7]([CH3:9])([CH3:8])[CH2:6][CH:5]([CH2:10][CH2:11][CH2:12][CH2:13][NH:14][C:15]2[N:20]=[C:19]([NH:21][CH2:22][CH2:23][CH2:24][CH2:25][CH:26]3[CH2:31][C:30]([CH3:33])([CH3:32])[N:29]([OH:34])[C:28]([CH3:36])([CH3:35])[CH2:27]3)[N:18]=[C:17]([NH:37][CH2:38][CH2:39][CH2:40][CH2:41][CH:42]3[CH2:47][C:46]([CH3:49])([CH3:48])[N:45]([OH:50])[C:44]([CH3:52])([CH3:51])[CH2:43]3)[N:16]=2)[CH2:4][C:3]1([CH3:54])[CH3:53].[CH2:55]1[CH2:60][CH2:59][CH2:58][CH2:57][CH2:56]1. (4) Given the product [Cl:22][C:23]1[CH:24]=[N:25][C:26]([C:29]#[C:30][C:5]2[C:6]([CH3:8])=[CH:7][C:2]([F:1])=[C:3]([C@:10]3([CH3:21])[CH2:15][C@@H:14]([C:16]([F:19])([F:18])[F:17])[O:13][C:12]([NH2:20])=[N:11]3)[CH:4]=2)=[N:27][CH:28]=1, predict the reactants needed to synthesize it. The reactants are: [F:1][C:2]1[CH:7]=[C:6]([CH3:8])[C:5](I)=[CH:4][C:3]=1[C@:10]1([CH3:21])[CH2:15][C@@H:14]([C:16]([F:19])([F:18])[F:17])[O:13][C:12]([NH2:20])=[N:11]1.[Cl:22][C:23]1[CH:24]=[N:25][C:26]([C:29]#[C:30][Si](C)(C)C)=[N:27][CH:28]=1.